From a dataset of Peptide-MHC class I binding affinity with 185,985 pairs from IEDB/IMGT. Regression. Given a peptide amino acid sequence and an MHC pseudo amino acid sequence, predict their binding affinity value. This is MHC class I binding data. (1) The peptide sequence is FASASSYAI. The MHC is HLA-B39:01 with pseudo-sequence HLA-B39:01. The binding affinity (normalized) is 0.808. (2) The peptide sequence is LLRQHWLSL. The MHC is HLA-B15:01 with pseudo-sequence HLA-B15:01. The binding affinity (normalized) is 0.640.